This data is from Reaction yield outcomes from USPTO patents with 853,638 reactions. The task is: Predict the reaction yield, written as a fraction of the theoretical maximum amount of product (1.0 means a 100% yield; for example, 0.34 means a 34% yield). The reactants are Br.Br[CH2:3][C:4]1[N:5]=[C:6]2[C:11](=[N:12][CH:13]=1)[N:10]=[C:9]([NH2:14])[N:8]=[C:7]2[NH2:15].[NH2:16][CH2:17][C:18]1[C:27]2[C:22](=[CH:23][CH:24]=[CH:25][CH:26]=2)[CH:21]=[CH:20][CH:19]=1.C(=O)(O)[O-]. The catalyst is CN(C)C(=O)C. The product is [NH2:14][C:9]1[N:8]=[C:7]([NH2:15])[C:6]2[C:11](=[N:12][CH:13]=[C:4]([CH2:3][C:17]([CH2:3][C:4]3[N:5]=[C:6]4[C:11](=[N:12][CH:13]=3)[N:10]=[C:9]([NH2:14])[N:8]=[C:7]4[NH2:15])([NH2:16])[C:18]3[C:27]4[C:22](=[CH:23][CH:24]=[CH:25][CH:26]=4)[CH:21]=[CH:20][CH:19]=3)[N:5]=2)[N:10]=1. The yield is 0.150.